Predict which catalyst facilitates the given reaction. From a dataset of Catalyst prediction with 721,799 reactions and 888 catalyst types from USPTO. Product: [OH:2][C:3]1[C:8]([OH:9])=[CH:7][CH:6]=[CH:5][C:4]=1[C:11]1[CH:16]=[CH:15][C:14]([C:17]2[C:25]3[C:24]([OH:26])=[C:23]([C:27]#[N:28])[C:22](=[O:29])[NH:21][C:20]=3[S:19][CH:18]=2)=[CH:13][CH:12]=1. Reactant: C[O:2][C:3]1[C:8]([O:9]C)=[CH:7][CH:6]=[CH:5][C:4]=1[C:11]1[CH:16]=[CH:15][C:14]([C:17]2[C:25]3[C:24]([OH:26])=[C:23]([C:27]#[N:28])[C:22](=[O:29])[NH:21][C:20]=3[S:19][CH:18]=2)=[CH:13][CH:12]=1.B(Br)(Br)Br. The catalyst class is: 2.